From a dataset of TCR-epitope binding with 47,182 pairs between 192 epitopes and 23,139 TCRs. Binary Classification. Given a T-cell receptor sequence (or CDR3 region) and an epitope sequence, predict whether binding occurs between them. (1) The TCR CDR3 sequence is CASSARNSIEAFF. The epitope is YLQPRTFLL. Result: 1 (the TCR binds to the epitope). (2) The epitope is KLSYGIATV. The TCR CDR3 sequence is CASSREWSTYEQYF. Result: 1 (the TCR binds to the epitope). (3) The epitope is PKYVKQNTLKLAT. The TCR CDR3 sequence is CASSPTRGGTEAFF. Result: 0 (the TCR does not bind to the epitope). (4) The epitope is FPPTSFGPL. The TCR CDR3 sequence is CASSPGLFTGELFF. Result: 1 (the TCR binds to the epitope). (5) The epitope is FPRPWLHGL. The TCR CDR3 sequence is CASSLYGGGDQPQHF. Result: 1 (the TCR binds to the epitope). (6) The epitope is LLSAGIFGA. The TCR CDR3 sequence is CAISEEGGGNQPQHF. Result: 0 (the TCR does not bind to the epitope).